Dataset: Catalyst prediction with 721,799 reactions and 888 catalyst types from USPTO. Task: Predict which catalyst facilitates the given reaction. (1) Reactant: C[O:2][C:3]1[C:4]([O:12]C)=[CH:5][C:6]2[S:10][CH:9]=[CH:8][C:7]=2[CH:11]=1. Product: [S:10]1[C:6]2[CH:5]=[C:4]([OH:12])[C:3]([OH:2])=[CH:11][C:7]=2[CH:8]=[CH:9]1. The catalyst class is: 788. (2) Reactant: [H-].[H-].[H-].[H-].[Li+].[Al+3].[C:7]([O:11][C:12]([NH:14][C:15]1([C:30]([NH:32][C@@H:33]([C:39]2[CH:44]=[CH:43][C:42]([Cl:45])=[CH:41][CH:40]=2)[CH2:34][C:35](OC)=[O:36])=[O:31])[CH2:20][CH2:19][N:18]([C:21]2[C:22]3[CH:29]=[CH:28][NH:27][C:23]=3[N:24]=[CH:25][N:26]=2)[CH2:17][CH2:16]1)=[O:13])([CH3:10])([CH3:9])[CH3:8]. Product: [Cl:45][C:42]1[CH:41]=[CH:40][C:39]([C@H:33]([NH:32][C:30]([C:15]2([NH:14][C:12](=[O:13])[O:11][C:7]([CH3:9])([CH3:8])[CH3:10])[CH2:16][CH2:17][N:18]([C:21]3[C:22]4[CH:29]=[CH:28][NH:27][C:23]=4[N:24]=[CH:25][N:26]=3)[CH2:19][CH2:20]2)=[O:31])[CH2:34][CH2:35][OH:36])=[CH:44][CH:43]=1. The catalyst class is: 1. (3) Reactant: [CH:1]1([C:4]2[NH:8][N:7]=[C:6]([NH:9][C:10]3[N:15]=[C:14]([NH:16][C@H:17]([C:19]4[CH:24]=[CH:23][C:22]([F:25])=[CH:21][CH:20]=4)[CH3:18])[C:13]([NH2:26])=[CH:12][CH:11]=3)[CH:5]=2)[CH2:3][CH2:2]1.Cl.[C:28](N)(=N)[CH3:29].C([O-])(O)=O.[Na+].CCOC(C)=O. Product: [CH:1]1([C:4]2[NH:8][N:7]=[C:6]([NH:9][C:10]3[N:15]=[C:14]4[N:16]([C@H:17]([C:19]5[CH:20]=[CH:21][C:22]([F:25])=[CH:23][CH:24]=5)[CH3:18])[C:28]([CH3:29])=[N:26][C:13]4=[CH:12][CH:11]=3)[CH:5]=2)[CH2:3][CH2:2]1. The catalyst class is: 14. (4) Product: [CH3:1][C:2]1[S:3][C:4]([C:8]([N:47]2[CH2:48][C:42]3([CH3:41])[CH2:49][CH:46]2[CH2:45][C:44]([CH3:51])([CH3:50])[CH2:43]3)=[O:10])=[C:5]([CH3:7])[N:6]=1. The catalyst class is: 20. Reactant: [CH3:1][C:2]1[S:3][C:4]([C:8]([OH:10])=O)=[C:5]([CH3:7])[N:6]=1.C1C=CC2N(O)N=NC=2C=1.CCN=C=NCCCN(C)C.C(N(C(C)C)CC)(C)C.[CH3:41][C:42]12[CH2:49][CH:46]([NH:47][CH2:48]1)[CH2:45][C:44]([CH3:51])([CH3:50])[CH2:43]2. (5) Reactant: B1([O-])OO1.[OH2:5].[OH2:6].[OH2:7].O.[Na+].[SH:10][C:11]1[CH2:16][O:15][CH2:14][CH2:13][C:12]=1[C:17]([O:19][CH2:20][CH3:21])=[O:18]. Product: [CH2:20]([O:19][C:17]([C:12]1[CH2:13][CH2:14][O:15][CH2:16][C:11]=1[S:10]([OH:7])(=[O:6])=[O:5])=[O:18])[CH3:21]. The catalyst class is: 15. (6) Reactant: Cl.[CH3:2][O:3][C:4]1[CH:5]=[C:6]2[C:11](=[CH:12][C:13]=1[O:14][CH3:15])[CH:10]([CH2:16][C:17]1[CH:22]=[CH:21][C:20]([C:23]3[CH:28]=[CH:27][N:26]=[CH:25][C:24]=3[O:29][CH3:30])=[CH:19][CH:18]=1)[NH:9][CH2:8][CH2:7]2.[C:31]([O:35][C:36](N1CCC2C(=CC(OC)=C(OC)C=2)C1CC1C=CC(Br)=CC=1)=[O:37])([CH3:34])([CH3:33])[CH3:32].COC1C=NC=CC=1B(O)O.C1(P(C2C=CC=CC=2)C2C=CC=CC=2)C=CC=CC=1.C([O-])([O-])=O.[Na+].[Na+]. Product: [C:31]([O:35][C:36]([N:9]1[CH2:8][CH2:7][C:6]2[C:11](=[CH:12][C:13]([O:14][CH3:15])=[C:4]([O:3][CH3:2])[CH:5]=2)[CH:10]1[CH2:16][C:17]1[CH:18]=[CH:19][C:20]([C:23]2[CH:28]=[CH:27][N:26]=[CH:25][C:24]=2[O:29][CH3:30])=[CH:21][CH:22]=1)=[O:37])([CH3:34])([CH3:33])[CH3:32]. The catalyst class is: 167. (7) Reactant: C[Al](C)C.C1(C)C=CC=CC=1.[Cl-].[NH4+:13].[F:14][C:15]1[CH:16]=[C:17]([CH:20]=[CH:21][C:22]=1[F:23])[C:18]#[N:19]. Product: [F:14][C:15]1[CH:16]=[C:17]([C:18](=[NH:13])[NH2:19])[CH:20]=[CH:21][C:22]=1[F:23]. The catalyst class is: 22.